Dataset: Forward reaction prediction with 1.9M reactions from USPTO patents (1976-2016). Task: Predict the product of the given reaction. (1) The product is: [CH2:32]([N:19]([CH2:18][C:15]1[CH:16]=[CH:17][C:12]([C:9]([P:4](=[O:3])([OH:5])[OH:8])([F:11])[F:10])=[C:13]([Cl:39])[CH:14]=1)[S:20]([C:23]1[CH:28]=[CH:27][CH:26]=[CH:25][C:24]=1[C:29](=[O:31])[NH2:30])(=[O:21])=[O:22])[C:33]1[CH:38]=[CH:37][CH:36]=[CH:35][CH:34]=1. Given the reactants C([O:3][P:4]([C:9]([C:12]1[CH:17]=[CH:16][C:15]([CH2:18][N:19]([CH2:32][C:33]2[CH:38]=[CH:37][CH:36]=[CH:35][CH:34]=2)[S:20]([C:23]2[CH:28]=[CH:27][CH:26]=[CH:25][C:24]=2[C:29](=[O:31])[NH2:30])(=[O:22])=[O:21])=[CH:14][C:13]=1[Cl:39])([F:11])[F:10])(=[O:8])[O:5]CC)C.C[Si](I)(C)C, predict the reaction product. (2) Given the reactants Cl[C:2]1[N:11]=[CH:10][CH:9]=[C:8]2[C:3]=1[CH:4]=[C:5]([C:27]1[CH:32]=[CH:31][CH:30]=[CH:29][CH:28]=1)[C:6]([C:12]1[CH:26]=[CH:25][C:15]([CH2:16][NH:17][C:18](=[O:24])[O:19][C:20]([CH3:23])([CH3:22])[CH3:21])=[CH:14][CH:13]=1)=[N:7]2.[NH2:33][NH2:34], predict the reaction product. The product is: [NH:33]([C:2]1[N:11]=[CH:10][CH:9]=[C:8]2[C:3]=1[CH:4]=[C:5]([C:27]1[CH:32]=[CH:31][CH:30]=[CH:29][CH:28]=1)[C:6]([C:12]1[CH:26]=[CH:25][C:15]([CH2:16][NH:17][C:18](=[O:24])[O:19][C:20]([CH3:23])([CH3:22])[CH3:21])=[CH:14][CH:13]=1)=[N:7]2)[NH2:34]. (3) The product is: [Br:1][C:2]1[CH:3]=[C:4]([C:9]2([C:16]3[CH:21]=[CH:20][C:19]([O:22][CH3:23])=[C:18]([CH3:24])[CH:17]=3)[C:13]3=[N:30][CH2:29][C:28]([F:33])([F:27])[CH2:31][N:32]3[C:11](=[S:12])[NH:10]2)[CH:5]=[CH:6][C:7]=1[F:8]. Given the reactants [Br:1][C:2]1[CH:3]=[C:4]([C:9]2([C:16]3[CH:21]=[CH:20][C:19]([O:22][CH3:23])=[C:18]([CH3:24])[CH:17]=3)[C:13](=S)[S:12][C:11](=S)[NH:10]2)[CH:5]=[CH:6][C:7]=1[F:8].Cl.Cl.[F:27][C:28]([F:33])([CH2:31][NH2:32])[CH2:29][NH2:30].C(N(C(C)C)C(C)C)C, predict the reaction product.